This data is from NCI-60 drug combinations with 297,098 pairs across 59 cell lines. The task is: Regression. Given two drug SMILES strings and cell line genomic features, predict the synergy score measuring deviation from expected non-interaction effect. (1) Drug 1: C1=CN(C(=O)N=C1N)C2C(C(C(O2)CO)O)O.Cl. Drug 2: C(=O)(N)NO. Cell line: NCIH23. Synergy scores: CSS=40.9, Synergy_ZIP=-1.53, Synergy_Bliss=-3.20, Synergy_Loewe=-34.9, Synergy_HSA=-2.95. (2) Drug 1: CCCCCOC(=O)NC1=NC(=O)N(C=C1F)C2C(C(C(O2)C)O)O. Drug 2: C1CNP(=O)(OC1)N(CCCl)CCCl. Cell line: HCT116. Synergy scores: CSS=-3.05, Synergy_ZIP=-1.78, Synergy_Bliss=-6.36, Synergy_Loewe=-10.9, Synergy_HSA=-8.61.